From a dataset of Full USPTO retrosynthesis dataset with 1.9M reactions from patents (1976-2016). Predict the reactants needed to synthesize the given product. (1) Given the product [CH3:8][S:9]([O:28][CH2:27][CH2:26][CH2:25][CH2:24][C:21]1[CH:20]=[CH:19][C:18]([O:17][C:13]([CH3:16])([CH3:15])[CH3:14])=[CH:23][CH:22]=1)(=[O:11])=[O:10], predict the reactants needed to synthesize it. The reactants are: C(N(CC)CC)C.[CH3:8][S:9](Cl)(=[O:11])=[O:10].[C:13]([O:17][C:18]1[CH:23]=[CH:22][C:21]([CH2:24][CH2:25][CH2:26][CH2:27][OH:28])=[CH:20][CH:19]=1)([CH3:16])([CH3:15])[CH3:14].O. (2) Given the product [CH2:1]([N:3]1[C:12]2[C:7](=[C:8]([OH:14])[C:9]([O:13][CH2:33][C:32]3[CH:35]=[CH:36][C:29]([O:28][CH3:27])=[CH:30][CH:31]=3)=[CH:10][CH:11]=2)[C:6](=[O:15])[C:5]([C:16]([O:18][CH2:19][CH3:20])=[O:17])=[CH:4]1)[CH3:2], predict the reactants needed to synthesize it. The reactants are: [CH2:1]([N:3]1[C:12]2[C:7](=[C:8]([OH:14])[C:9]([OH:13])=[CH:10][CH:11]=2)[C:6](=[O:15])[C:5]([C:16]([O:18][CH2:19][CH3:20])=[O:17])=[CH:4]1)[CH3:2].C(=O)([O-])[O-].[K+].[K+].[CH3:27][O:28][C:29]1[CH:36]=[CH:35][C:32]([CH2:33]Cl)=[CH:31][CH:30]=1.